This data is from Catalyst prediction with 721,799 reactions and 888 catalyst types from USPTO. The task is: Predict which catalyst facilitates the given reaction. (1) Product: [F:21][C:22]1[CH:23]=[C:24]([C@H:28]2[NH:33][C:32](=[S:2])[CH2:31][O:30][CH2:29]2)[CH:25]=[CH:26][CH:27]=1. Reactant: P12(SP3(SP(SP(S3)(S1)=S)(=S)S2)=S)=[S:2].C([O-])([O-])=O.[Na+].[Na+].[F:21][C:22]1[CH:23]=[C:24]([C@H:28]2[NH:33][C:32](=O)[CH2:31][O:30][CH2:29]2)[CH:25]=[CH:26][CH:27]=1. The catalyst class is: 1. (2) Reactant: C(Cl)(=O)C(Cl)=O.CS(C)=O.[C:11]([O:15][C:16](=[O:28])[N:17]([C@@H:19]([CH2:26]O)[CH2:20][C:21]1[S:22][CH:23]=[CH:24][CH:25]=1)[CH3:18])([CH3:14])([CH3:13])[CH3:12].[CH2:29]([N:31](CC)CC)C.C(O)(=O)C.CN.C(O)C.C([BH3-])#N.[Na+]. Product: [C:11]([O:15][C:16](=[O:28])[N:17]([CH3:18])[C@H:19]([CH2:20][C:21]1[S:22][CH:23]=[CH:24][CH:25]=1)[CH2:26][NH:31][CH3:29])([CH3:14])([CH3:13])[CH3:12]. The catalyst class is: 4.